This data is from Forward reaction prediction with 1.9M reactions from USPTO patents (1976-2016). The task is: Predict the product of the given reaction. (1) Given the reactants [S:1]1[CH:5]=[CH:4][CH:3]=[C:2]1[C:6]([NH:8][NH2:9])=O.Cl[C:11]1[N:16]=[N:15][C:14]([C:17]2[CH:18]=[C:19]([NH:23][C:24]([C:26]3[CH:34]=[CH:33][C:29]4[O:30][CH2:31][O:32][C:28]=4[CH:27]=3)=[O:25])[CH:20]=[CH:21][CH:22]=2)=[CH:13][CH:12]=1, predict the reaction product. The product is: [S:1]1[CH:5]=[CH:4][CH:3]=[C:2]1[C:6]1[N:16]2[N:15]=[C:14]([C:17]3[CH:18]=[C:19]([NH:23][C:24]([C:26]4[CH:34]=[CH:33][C:29]5[O:30][CH2:31][O:32][C:28]=5[CH:27]=4)=[O:25])[CH:20]=[CH:21][CH:22]=3)[CH:13]=[CH:12][C:11]2=[N:9][N:8]=1. (2) Given the reactants Br[C:2]1[C:3](=[O:31])[N:4]([CH2:22][C@H:23]([NH2:30])[C:24]2[CH:29]=[CH:28][CH:27]=[CH:26][CH:25]=2)[C:5](=[O:21])[N:6]([CH2:9][C:10]2[C:15]([C:16]([F:19])([F:18])[F:17])=[CH:14][CH:13]=[CH:12][C:11]=2[F:20])[C:7]=1[CH3:8].[Cl:32][C:33]1[CH:38]=[CH:37][CH:36]=[CH:35][C:34]=1B(O)O.C(=O)([O-])[O-].[Na+].[Na+], predict the reaction product. The product is: [Cl:32][C:33]1[CH:38]=[CH:37][CH:36]=[CH:35][C:34]=1[C:2]1[C:3](=[O:31])[N:4]([CH2:22][C@H:23]([NH2:30])[C:24]2[CH:29]=[CH:28][CH:27]=[CH:26][CH:25]=2)[C:5](=[O:21])[N:6]([CH2:9][C:10]2[C:15]([C:16]([F:19])([F:18])[F:17])=[CH:14][CH:13]=[CH:12][C:11]=2[F:20])[C:7]=1[CH3:8]. (3) Given the reactants [NH2:1][C:2]1[C:10]([O:11][CH3:12])=[C:9]2[C:5]([CH2:6][CH2:7][C:8]2=[CH:13][CH2:14][NH:15][C:16](=[O:18])[CH3:17])=[CH:4][CH:3]=1, predict the reaction product. The product is: [NH2:1][C:2]1[C:10]([O:11][CH3:12])=[C:9]2[C:5]([CH2:6][CH2:7][CH:8]2[CH2:13][CH2:14][NH:15][C:16](=[O:18])[CH3:17])=[CH:4][CH:3]=1. (4) Given the reactants [Br:1][C:2]1[CH:11]=[C:10]2[C:5]([CH2:6][CH2:7][CH2:8][C:9]2=[O:12])=[CH:4][CH:3]=1.[I-].[Na+].[H-].[Na+].[I-].Cl[CH2:19][CH2:20][S+](C)C, predict the reaction product. The product is: [Br:1][C:2]1[CH:11]=[C:10]2[C:5]([CH2:6][CH2:7][C:8]3([CH2:20][CH2:19]3)[C:9]2=[O:12])=[CH:4][CH:3]=1. (5) Given the reactants [C:1]([O:5][C:6]([N:8]1[CH2:12][C@H:11]([F:13])[CH2:10][C@H:9]1[C:14]([OH:16])=O)=[O:7])([CH3:4])([CH3:3])[CH3:2].CCN(C(C)C)C(C)C.[Cl:26][C:27]1[C:28]([F:35])=[C:29]([CH2:33][NH2:34])[CH:30]=[CH:31][CH:32]=1.CN(C(ON1N=NC2C=CC=NC1=2)=[N+](C)C)C.F[P-](F)(F)(F)(F)F, predict the reaction product. The product is: [Cl:26][C:27]1[C:28]([F:35])=[C:29]([CH:30]=[CH:31][CH:32]=1)[CH2:33][NH:34][C:14]([C@@H:9]1[CH2:10][C@@H:11]([F:13])[CH2:12][N:8]1[C:6]([O:5][C:1]([CH3:2])([CH3:3])[CH3:4])=[O:7])=[O:16].